Dataset: CYP2C9 inhibition data for predicting drug metabolism from PubChem BioAssay. Task: Regression/Classification. Given a drug SMILES string, predict its absorption, distribution, metabolism, or excretion properties. Task type varies by dataset: regression for continuous measurements (e.g., permeability, clearance, half-life) or binary classification for categorical outcomes (e.g., BBB penetration, CYP inhibition). Dataset: cyp2c9_veith. The drug is NCCC(=O)O. The result is 0 (non-inhibitor).